This data is from Reaction yield outcomes from USPTO patents with 853,638 reactions. The task is: Predict the reaction yield, written as a fraction of the theoretical maximum amount of product (1.0 means a 100% yield; for example, 0.34 means a 34% yield). The reactants are [H-].[Na+].[CH3:3][C:4]1[C:5]([OH:14])=[N:6][C:7]([CH3:13])=[C:8]([N+:10]([O-:12])=[O:11])[CH:9]=1.[F-].[Cs+].FS([C:21]([F:30])([F:29])C(O[Si](C)(C)C)=O)(=O)=O. No catalyst specified. The product is [F:29][CH:21]([F:30])[O:14][C:5]1[C:4]([CH3:3])=[CH:9][C:8]([N+:10]([O-:12])=[O:11])=[C:7]([CH3:13])[N:6]=1. The yield is 0.920.